From a dataset of Experimentally validated miRNA-target interactions with 360,000+ pairs, plus equal number of negative samples. Binary Classification. Given a miRNA mature sequence and a target amino acid sequence, predict their likelihood of interaction. (1) The miRNA is hsa-miR-6749-5p with sequence UCGGGCCUGGGGUUGGGGGAGC. The protein sequence of the target gene is MSGAIFGPLEGPSSLDAPSIHPLVCPLCHVQYERPCLLDCFHDFCAGCLRGRATDGRLTCPLCQHQTVLKGPSGLPPVDRLLQFLVDSSGDGVEAVRCANCDLECSEQDVETTYFCNTCGQPLCARCRDETHRARMFARHDIVALGQRSRDVPQKCTLHAEPYLLFSTDKKLLLCIRCFRDMQKESRAHCVDLESAYVQGCERLEQAVLAVKALQTATREAIALLQAMVEEVRHSAAEEEDAIHALFGSMQDRLAERKALLLQAVQSQYEEKDKAFKEQLSHLATLLPTLQVHLVICSSF.... Result: 0 (no interaction). (2) The miRNA is hsa-miR-192-3p with sequence CUGCCAAUUCCAUAGGUCACAG. The protein sequence of the target gene is MAAVQAAEVKVDGSEPKLSKNELKRRLKAEKKVAEKEAKQKELSEKQLSQATAAATNHTTDNGVGPEEESVDPNQYYKIRSQAIHQLKVNGEDPYPHKFHVDISLTDFIQKYSHLQPGDHLTDITLKVAGRIHAKRASGGKLIFYDLRGEGVKLQVMANSRNYKSEEEFIHINNKLRRGDIIGVQGNPGKTKKGELSIIPYEITLLSPCLHMLPHLHFGLKDKETRYRQRYLDLILNDFVRQKFIIRSKIITYIRSFLDELGFLEIETPMMNIIPGGAVAKPFITYHNELDMNLYMRIAP.... Result: 1 (interaction). (3) The miRNA is hsa-miR-1296-3p with sequence GAGUGGGGCUUCGACCCUAACC. The protein sequence of the target gene is MEEFDSEDFSTSEEDEDYVPSGGEYSEDDVNELVKEDEVDGEEQTQKTQGKKRKAQSIPARKRRQGGLSLEEEEEEDANSESEGSSSEEEDDAAEQEKGIGSEDARKKKEDELWASFLNDVGPKSKVPPSTQVKKGEETEETSSSKLLVKAEELEKPKETEKVKITKVFDFAGEEVRVTKEVDATSKEAKSFFKQNEKEKPQANVPSALPSLPAGSGLKRSSGMSSLLGKIGAKKQKMSTLEKSKLDWESFKEEEGIGEELAIHNRGKEGYIERKAFLDRVDHRQFEIERDLRLSKMKP. Result: 0 (no interaction). (4) The miRNA is hsa-miR-208a-3p with sequence AUAAGACGAGCAAAAAGCUUGU. The protein sequence of the target gene is MGKRLDQPQMYPQYTYYCPQYLQTKQSYAPAPHPMAPPSPSTNSSSNSSGEQLSKTNLYIRGLPPGTTDQDLIKLCQPYGKIVSTKAILDKNTNQCKGYGFVDFDSPAAAQKAVASLKANGVQAQMAKQQEQDPTNLYISNLPISMDEQELENMLKPFGHVISTRILRDANGVSRGVGFARMESTEKCEVVIQHFNGKYLKTPPGIPAPSEPLLCKFADGGQKKRQGQSKHTQNGRPWPREGEAGMALTYDPTAALQNGFYSSPYSLATNRMIPQTSITPFIAASPVSTYQVQSTSWTPH.... Result: 0 (no interaction). (5) The miRNA is hsa-miR-8055 with sequence CUUUGAGCACAUGAGCAGACGGA. The protein sequence of the target gene is MARPDPSAPPSLLLLLLAQLVGRAAAASKAPVCQEITVPMCRGIGYNLTHMPNQFNHDTQDEAGLEVHQFWPLVEIQCSPDLRFFLCSMYTPICLPDYHKPLPPCRSVCERAKAGCSPLMRQYGFAWPERMSCDRLPVLGRDAEVLCMDYNRSEATTAPPRPFPAKPTLPGPPGAPASGGECPAGGPFVCKCREPFVPILKESHPLYNKVRTGQVPNCAVPCYQPSFSADERTFATFWIGLWSVLCFISTSTTVATFLIDMERFRYPERPIIFLSACYLCVSLGFLVRLVVGHASVACSR.... Result: 1 (interaction).